From a dataset of Reaction yield outcomes from USPTO patents with 853,638 reactions. Predict the reaction yield, written as a fraction of the theoretical maximum amount of product (1.0 means a 100% yield; for example, 0.34 means a 34% yield). The reactants are I[C:2]1[C:10]2[C:9]([C:11]#[N:12])=[CH:8][CH:7]=[CH:6][C:5]=2[N:4]([CH:13]2[CH2:18][CH2:17][CH2:16][CH2:15][O:14]2)[N:3]=1.[O-]P([O-])([O-])=O.[K+].[K+].[K+].[CH3:27]B1OB(C)OB(C)O1. The catalyst is CN(C=O)C.C1C=CC(P(C2C=CC=CC=2)[C-]2C=CC=C2)=CC=1.C1C=CC(P(C2C=CC=CC=2)[C-]2C=CC=C2)=CC=1.Cl[Pd]Cl.[Fe+2]. The product is [CH3:27][C:2]1[C:10]2[C:9]([C:11]#[N:12])=[CH:8][CH:7]=[CH:6][C:5]=2[N:4]([CH:13]2[CH2:18][CH2:17][CH2:16][CH2:15][O:14]2)[N:3]=1. The yield is 0.355.